Task: Predict the product of the given reaction.. Dataset: Forward reaction prediction with 1.9M reactions from USPTO patents (1976-2016) (1) Given the reactants [CH:1]12[CH2:7][CH:4]([CH2:5][CH2:6]1)[CH2:3][CH:2]2[NH:8][C:9]1[S:10][CH:11]([CH3:15])[C:12](=[O:14])[N:13]=1.Br[C:17]1[CH:22]=[CH:21][CH:20]=[CH:19][N:18]=1.CC1(C2C=CC(C#N)=CC=2)SC(N[C@H](C2C=CC=CC=2C(F)(F)F)C)=NC1=O.[Li]N([Si](C)(C)C)[Si](C)(C)C, predict the reaction product. The product is: [CH:1]12[CH2:7][CH:4]([CH2:5][CH2:6]1)[CH2:3][CH:2]2[NH:8][C:9]1[S:10][C:11]([CH3:15])([C:21]2[CH:20]=[CH:19][N:18]=[CH:17][CH:22]=2)[C:12](=[O:14])[N:13]=1. (2) The product is: [Cl:10][C:11]1[CH:16]=[CH:15][CH:14]=[CH:13][C:12]=1[C:17]1[C:21]([C:22]([O:42]/[N:41]=[C:39](\[NH2:40])/[C:38]2[CH:37]=[CH:36][C:35]([O:34][CH2:33][C:30]3[CH:31]=[N:32][C:27]([Cl:26])=[CH:28][CH:29]=3)=[CH:44][CH:43]=2)=[O:23])=[C:20]([CH3:25])[O:19][N:18]=1. Given the reactants C(N(C(C)C)CC)(C)C.[Cl:10][C:11]1[CH:16]=[CH:15][CH:14]=[CH:13][C:12]=1[C:17]1[C:21]([C:22](Cl)=[O:23])=[C:20]([CH3:25])[O:19][N:18]=1.[Cl:26][C:27]1[N:32]=[CH:31][C:30]([CH2:33][O:34][C:35]2[CH:44]=[CH:43][C:38](/[C:39](=[N:41]/[OH:42])/[NH2:40])=[CH:37][CH:36]=2)=[CH:29][CH:28]=1.CCOC(C)=O, predict the reaction product. (3) Given the reactants [NH2:1][C@@H:2]1[C:11]2[C:6](=[CH:7][CH:8]=[CH:9][CH:10]=2)[C@@H:5]([OH:12])[CH2:4][CH2:3]1.[H-].[Na+].F[C:16]1[CH:17]=[CH:18][C:19]2[N:20]([C:22]([N:25]3[CH2:30][CH2:29][CH2:28][CH2:27][CH2:26]3)=[N:23][N:24]=2)[CH:21]=1, predict the reaction product. The product is: [N:25]1([C:22]2[N:20]3[CH:21]=[C:16]([O:12][C@@H:5]4[C:6]5[C:11](=[CH:10][CH:9]=[CH:8][CH:7]=5)[C@@H:2]([NH2:1])[CH2:3][CH2:4]4)[CH:17]=[CH:18][C:19]3=[N:24][N:23]=2)[CH2:26][CH2:27][CH2:28][CH2:29][CH2:30]1.